Dataset: NCI-60 drug combinations with 297,098 pairs across 59 cell lines. Task: Regression. Given two drug SMILES strings and cell line genomic features, predict the synergy score measuring deviation from expected non-interaction effect. (1) Drug 1: CC=C1C(=O)NC(C(=O)OC2CC(=O)NC(C(=O)NC(CSSCCC=C2)C(=O)N1)C(C)C)C(C)C. Drug 2: CC1=C(N=C(N=C1N)C(CC(=O)N)NCC(C(=O)N)N)C(=O)NC(C(C2=CN=CN2)OC3C(C(C(C(O3)CO)O)O)OC4C(C(C(C(O4)CO)O)OC(=O)N)O)C(=O)NC(C)C(C(C)C(=O)NC(C(C)O)C(=O)NCCC5=NC(=CS5)C6=NC(=CS6)C(=O)NCCC[S+](C)C)O. Cell line: SR. Synergy scores: CSS=88.1, Synergy_ZIP=1.88, Synergy_Bliss=1.60, Synergy_Loewe=3.12, Synergy_HSA=3.99. (2) Drug 1: CC1=C(C(CCC1)(C)C)C=CC(=CC=CC(=CC(=O)O)C)C. Drug 2: C1CCC(C(C1)N)N.C(=O)(C(=O)[O-])[O-].[Pt+4]. Synergy scores: CSS=3.36, Synergy_ZIP=-0.863, Synergy_Bliss=0.930, Synergy_Loewe=0.430, Synergy_HSA=0.621. Cell line: SK-OV-3. (3) Drug 1: CC1=C(C=C(C=C1)NC(=O)C2=CC=C(C=C2)CN3CCN(CC3)C)NC4=NC=CC(=N4)C5=CN=CC=C5. Drug 2: CC1CCC2CC(C(=CC=CC=CC(CC(C(=O)C(C(C(=CC(C(=O)CC(OC(=O)C3CCCCN3C(=O)C(=O)C1(O2)O)C(C)CC4CCC(C(C4)OC)O)C)C)O)OC)C)C)C)OC. Cell line: NCI/ADR-RES. Synergy scores: CSS=-1.95, Synergy_ZIP=7.39, Synergy_Bliss=3.21, Synergy_Loewe=-4.25, Synergy_HSA=-3.01.